Dataset: Forward reaction prediction with 1.9M reactions from USPTO patents (1976-2016). Task: Predict the product of the given reaction. (1) Given the reactants [CH3:1][O:2][C:3]([C:5]1[CH:6]([C:17]2[CH:22]=[CH:21][C:20]([F:23])=[CH:19][C:18]=2Cl)[N:7]=[C:8]([C:12]2[S:13][CH:14]=[CH:15][N:16]=2)[NH:9][C:10]=1[CH3:11])=[O:4].[F:25]C1C=C(C=CC=1F)C=O, predict the reaction product. The product is: [CH3:1][O:2][C:3]([C:5]1[CH:6]([C:17]2[CH:22]=[CH:21][C:20]([F:23])=[C:19]([F:25])[CH:18]=2)[N:7]=[C:8]([C:12]2[S:13][CH:14]=[CH:15][N:16]=2)[NH:9][C:10]=1[CH3:11])=[O:4]. (2) Given the reactants C(O)C.C([O:11][C:12]1[CH:37]=[CH:36][C:15]([CH:16]=[C:17]2[CH2:22][CH2:21][N:20]([C:23]3[CH:28]=[CH:27][C:26]([O:29][CH:30]4[CH2:35][CH2:34][CH2:33][CH2:32][O:31]4)=[CH:25][CH:24]=3)[CH2:19][CH2:18]2)=[CH:14][CH:13]=1)C1C=CC=CC=1, predict the reaction product. The product is: [O:31]1[CH2:32][CH2:33][CH2:34][CH2:35][CH:30]1[O:29][C:26]1[CH:27]=[CH:28][C:23]([N:20]2[CH2:21][CH2:22][CH:17]([CH2:16][C:15]3[CH:36]=[CH:37][C:12]([OH:11])=[CH:13][CH:14]=3)[CH2:18][CH2:19]2)=[CH:24][CH:25]=1. (3) Given the reactants ClC1C=CC(O)=C(CN2C(C)=CC(NC(=O)CC3C=CC=CC=3)=N2)C=1.[Cl:26][C:27]1[CH:28]=[CH:29][C:30]([O:50]CC2C=CC=CC=2)=[C:31]([CH2:33][N:34]2[C:38]([CH3:39])=[CH:37][C:36]([NH:40][C:41](=[O:49])[CH2:42][C:43]3[CH:48]=[CH:47][CH:46]=[CH:45][N:44]=3)=[N:35]2)[CH:32]=1, predict the reaction product. The product is: [Cl:26][C:27]1[CH:28]=[CH:29][C:30]([OH:50])=[C:31]([CH2:33][N:34]2[C:38]([CH3:39])=[CH:37][C:36]([NH:40][C:41](=[O:49])[CH2:42][C:43]3[CH:48]=[CH:47][CH:46]=[CH:45][N:44]=3)=[N:35]2)[CH:32]=1. (4) Given the reactants [O:1]1[CH2:6][CH2:5][N:4]([C:7]2[CH:12]=[CH:11][C:10]([NH:13][C:14]3[N:19]=[C:18]([C:20]4[CH:28]=[CH:27][C:23]([C:24]([OH:26])=O)=[CH:22][CH:21]=4)[CH:17]=[CH:16][N:15]=3)=[CH:9][CH:8]=2)[CH2:3][CH2:2]1.Cl.C(N=C=NCCCN(C)C)C.O[N:42]1[CH:46]=[C:45](CCCC2C=CC=CC=2)[N:44]=N1.C(N(CC)CC)C.Cl.NCC#N.C(=O)(O)[O-], predict the reaction product. The product is: [C:46]([CH2:45][NH:44][C:24](=[O:26])[C:23]1[CH:22]=[CH:21][C:20]([C:18]2[CH:17]=[CH:16][N:15]=[C:14]([NH:13][C:10]3[CH:11]=[CH:12][C:7]([N:4]4[CH2:3][CH2:2][O:1][CH2:6][CH2:5]4)=[CH:8][CH:9]=3)[N:19]=2)=[CH:28][CH:27]=1)#[N:42]. (5) Given the reactants [NH2:1][C:2]1[S:3][CH:4]=[CH:5][C:6]=1[C:7]#[N:8].O=[C:10]([CH3:17])[CH2:11][C:12]([O:14][CH2:15][CH3:16])=[O:13].Cl[Sn](Cl)(Cl)Cl.[OH-].[Na+], predict the reaction product. The product is: [NH2:8][C:7]1[C:11]([C:12]([O:14][CH2:15][CH3:16])=[O:13])=[C:10]([CH3:17])[N:1]=[C:2]2[S:3][CH:4]=[CH:5][C:6]=12. (6) The product is: [CH2:1]([N:8]1[C:12]([NH:13][CH:17]2[CH2:18][CH2:19][O:14][CH2:15][CH2:16]2)=[CH:11][N:10]=[N:9]1)[C:2]1[CH:7]=[CH:6][CH:5]=[CH:4][CH:3]=1. Given the reactants [CH2:1]([N:8]1[C:12]([NH2:13])=[CH:11][N:10]=[N:9]1)[C:2]1[CH:7]=[CH:6][CH:5]=[CH:4][CH:3]=1.[O:14]1[CH2:19][CH2:18][CH2:17][CH2:16][CH2:15]1.O1C=CC(=O)C=C1.C(O[BH-](OC(=O)C)OC(=O)C)(=O)C.[Na+], predict the reaction product. (7) Given the reactants N1C=CC=CC=1.Cl.[CH3:8][NH:9][O:10][CH3:11].[CH3:12][C:13]1[C:17]([C:18](Cl)=[O:19])=[C:16]([CH3:21])[O:15][N:14]=1, predict the reaction product. The product is: [CH3:11][O:10][N:9]([CH3:8])[C:18]([C:17]1[C:13]([CH3:12])=[N:14][O:15][C:16]=1[CH3:21])=[O:19]. (8) Given the reactants C(O[C:6]([N:8]1[CH2:12][C:11](=[CH:13][C:14]#[N:15])[CH2:10][C@H:9]1[C:16]([OH:18])=O)=[O:7])(C)(C)C.[O:19]([C:26]1[CH:34]=[CH:33][C:29](C(Cl)=O)=[CH:28][CH:27]=1)[C:20]1[CH:25]=[CH:24][CH:23]=[CH:22][CH:21]=1.[CH2:35]([N:37]1[C:49]2[CH:48]=[CH:47][C:46]([NH2:50])=[CH:45][C:44]=2[C:43]2[C:38]1=[CH:39][CH:40]=[CH:41][CH:42]=2)[CH3:36], predict the reaction product. The product is: [C:14]([CH:13]=[C:11]1[CH2:12][N:8]([C:6](=[O:7])[C:29]2[CH:28]=[CH:27][C:26]([O:19][C:20]3[CH:21]=[CH:22][CH:23]=[CH:24][CH:25]=3)=[CH:34][CH:33]=2)[C@H:9]([C:16]([NH:50][C:46]2[CH:47]=[CH:48][C:49]3[N:37]([CH2:35][CH3:36])[C:38]4[C:43]([C:44]=3[CH:45]=2)=[CH:42][CH:41]=[CH:40][CH:39]=4)=[O:18])[CH2:10]1)#[N:15]. (9) The product is: [CH3:31][N:32]([CH3:33])[C:4]([C:3]([NH:9][C:10]([C:11]1[CH:16]=[CH:15][C:14]([C:17]([F:19])([F:20])[F:18])=[C:13]([O:21][CH2:22][CH:23]2[CH2:24][CH2:25][O:26][CH2:27][CH2:28]2)[N:12]=1)=[O:29])([CH2:7][CH3:8])[CH2:1][CH3:2])=[O:6]. Given the reactants [CH2:1]([C:3]([NH:9][C:10](=[O:29])[C:11]1[CH:16]=[CH:15][C:14]([C:17]([F:20])([F:19])[F:18])=[C:13]([O:21][CH2:22][CH:23]2[CH2:28][CH2:27][O:26][CH2:25][CH2:24]2)[N:12]=1)([CH2:7][CH3:8])[C:4]([OH:6])=O)[CH3:2].Cl.[CH3:31][NH:32][CH3:33], predict the reaction product. (10) The product is: [C:3]([C:6]1[CH:11]=[N:10][N:9]2[CH:12]=[C:13]([C:15]3[CH:20]=[CH:19][CH:18]=[CH:17][CH:16]=3)[CH:14]=[C:8]2[C:7]=1[NH:21][C@@H:22]1[CH2:26][CH2:25][C@:24]([CH3:31])([C:27]([OH:29])=[O:28])[C:23]1([CH3:33])[CH3:32])(=[O:5])[NH2:4]. Given the reactants [OH-].[K+].[C:3]([C:6]1[CH:11]=[N:10][N:9]2[CH:12]=[C:13]([C:15]3[CH:20]=[CH:19][CH:18]=[CH:17][CH:16]=3)[CH:14]=[C:8]2[C:7]=1[NH:21][C@@H:22]1[CH2:26][CH2:25][C@:24]([CH3:31])([C:27]([O:29]C)=[O:28])[C:23]1([CH3:33])[CH3:32])(=[O:5])[NH2:4], predict the reaction product.